Dataset: Forward reaction prediction with 1.9M reactions from USPTO patents (1976-2016). Task: Predict the product of the given reaction. (1) Given the reactants [CH2:1]([O:8][C:9](=[O:31])[C@@H:10]([NH:23][C:24]([O:26][C:27]([CH3:30])([CH3:29])[CH3:28])=[O:25])[CH2:11][CH2:12][C:13](=O)[NH:14][CH2:15][C:16]1[CH:21]=[CH:20][CH:19]=[CH:18][CH:17]=1)[C:2]1[CH:7]=[CH:6][CH:5]=[CH:4][CH:3]=1.C1(P(C2C=CC=CC=2)C2C=CC=CC=2)C=CC=CC=1.CC(OC(/N=N/C(OC(C)C)=O)=O)C.C[Si]([N:69]=[N+:70]=[N-:71])(C)C.N([O-])=O.[Na+], predict the reaction product. The product is: [CH2:1]([O:8][C:9](=[O:31])[C@@H:10]([NH:23][C:24]([O:26][C:27]([CH3:30])([CH3:29])[CH3:28])=[O:25])[CH2:11][CH2:12][C:13]1[N:14]([CH2:15][C:16]2[CH:21]=[CH:20][CH:19]=[CH:18][CH:17]=2)[NH:69][NH:70][N:71]=1)[C:2]1[CH:7]=[CH:6][CH:5]=[CH:4][CH:3]=1. (2) Given the reactants [C:1]1([C:7]2[CH:23]=[CH:22][C:10]([O:11][C:12]3[CH:13]=[C:14](C#N)[C:15](=[CH:18][CH:19]=3)C#N)=[CH:9][CH:8]=2)[CH:6]=[CH:5][CH:4]=[CH:3][CH:2]=1.S(=O)(=O)(O)[OH:25].[C:29]([OH:32])(=[O:31])[CH3:30], predict the reaction product. The product is: [C:1]1([C:7]2[CH:23]=[CH:22][C:10]([O:11][C:12]3[CH:13]=[C:14]4[C:15](=[O:25])[O:32][C:29](=[O:31])[C:30]4=[CH:18][CH:19]=3)=[CH:9][CH:8]=2)[CH:6]=[CH:5][CH:4]=[CH:3][CH:2]=1. (3) Given the reactants [C:1]1([C:7]#[C:8][C:9]2[CH:10]=[C:11]([NH:23][C:24](=[O:46])[C@@H:25]([NH:38]C(=O)OC(C)(C)C)[CH2:26][CH2:27][CH2:28][CH2:29][NH:30]C(=O)OC(C)(C)C)[CH:12]=[C:13]([C:15]#[C:16][C:17]3[CH:22]=[CH:21][CH:20]=[CH:19][CH:18]=3)[CH:14]=2)[CH:6]=[CH:5][CH:4]=[CH:3][CH:2]=1, predict the reaction product. The product is: [NH2:38][C@@H:25]([CH2:26][CH2:27][CH2:28][CH2:29][NH2:30])[C:24]([NH:23][C:11]1[CH:10]=[C:9]([C:8]#[C:7][C:1]2[CH:6]=[CH:5][CH:4]=[CH:3][CH:2]=2)[CH:14]=[C:13]([C:15]#[C:16][C:17]2[CH:18]=[CH:19][CH:20]=[CH:21][CH:22]=2)[CH:12]=1)=[O:46]. (4) Given the reactants [C:1]([NH:22][C@H:23]([C:30]([OH:32])=[O:31])[CH2:24][O:25][P:26]([OH:29])([OH:28])=[O:27])(=[O:21])[CH2:2][CH2:3][CH2:4]/[CH:5]=[CH:6]\[CH2:7][CH:8]=[CH:9][CH2:10][CH:11]=[CH:12][CH2:13][CH:14]=[CH:15][CH2:16][CH2:17][CH2:18][CH2:19][CH3:20].[C:33](O)(=O)CCC/C=C\CC=CCC=CCC=CCC=CCC.Cl.COC(=O)[C@H]([C@@H](C)O)N, predict the reaction product. The product is: [C:1]([NH:22][C@H:23]([C:30]([OH:32])=[O:31])[C@@H:24]([CH3:33])[O:25][P:26]([OH:29])([OH:28])=[O:27])(=[O:21])[CH2:2][CH2:3][CH2:4]/[CH:5]=[CH:6]\[CH2:7][CH:8]=[CH:9][CH2:10][CH:11]=[CH:12][CH2:13][CH:14]=[CH:15][CH2:16][CH:17]=[CH:18][CH2:19][CH3:20]. (5) Given the reactants [N:1]1([CH2:7][CH2:8][CH2:9][O-:10])[CH2:6][CH2:5][CH2:4][CH2:3][CH2:2]1.[Na+].S(O[CH2:17][CH2:18][CH2:19][C:20]1[CH:25]=[CH:24][C:23]([Cl:26])=[CH:22][CH:21]=1)(=O)(=O)C.C1OCCOCCOCCOCCOC1, predict the reaction product. The product is: [Cl:26][C:23]1[CH:24]=[CH:25][C:20]([CH2:19][CH2:18][CH2:17][O:10][CH2:9][CH2:8][CH2:7][N:1]2[CH2:6][CH2:5][CH2:4][CH2:3][CH2:2]2)=[CH:21][CH:22]=1. (6) Given the reactants Br[C:2]1[C:9]([Cl:10])=[CH:8][C:7]([O:11][CH2:12][CH3:13])=[C:6]([OH:14])[C:3]=1[CH:4]=[O:5].[C:15]1(B(O)O)[CH:20]=[CH:19][CH:18]=[CH:17][CH:16]=1, predict the reaction product. The product is: [Cl:10][C:9]1[CH:8]=[C:7]([O:11][CH2:12][CH3:13])[C:6]([OH:14])=[C:3]([CH:4]=[O:5])[C:2]=1[C:15]1[CH:20]=[CH:19][CH:18]=[CH:17][CH:16]=1.